This data is from Forward reaction prediction with 1.9M reactions from USPTO patents (1976-2016). The task is: Predict the product of the given reaction. (1) The product is: [CH:13]1([NH:23][C:10]([C:8]2[CH:7]=[CH:6][C:5]3[O:1][CH2:2][O:3][C:4]=3[CH:9]=2)=[O:12])[C:22]2[C:17](=[CH:18][CH:19]=[CH:20][CH:21]=2)[CH2:16][CH2:15][CH2:14]1. Given the reactants [O:1]1[C:5]2[CH:6]=[CH:7][C:8]([C:10]([OH:12])=O)=[CH:9][C:4]=2[O:3][CH2:2]1.[CH:13]1([NH2:23])[C:22]2[C:17](=[CH:18][CH:19]=[CH:20][CH:21]=2)[CH2:16][CH2:15][CH2:14]1, predict the reaction product. (2) Given the reactants Br[C:2]1[CH:7]=[CH:6][C:5]([C:8]2([C:11]3[N:15]4[CH2:16][CH2:17][S:18][C@:19]([CH2:22][O:23][Si:24]([C:27]([CH3:30])([CH3:29])[CH3:28])([CH3:26])[CH3:25])([CH3:21])[CH2:20][C:14]4=[N:13][N:12]=3)[CH2:10][CH2:9]2)=[C:4]([F:31])[CH:3]=1.[B:32]1([B:32]2[O:36][C:35]([CH3:38])([CH3:37])[C:34]([CH3:40])([CH3:39])[O:33]2)[O:36][C:35]([CH3:38])([CH3:37])[C:34]([CH3:40])([CH3:39])[O:33]1.C([O-])(=O)C.[K+], predict the reaction product. The product is: [Si:24]([O:23][CH2:22][C@:19]1([CH3:21])[S:18][CH2:17][CH2:16][N:15]2[C:11]([C:8]3([C:5]4[CH:6]=[CH:7][C:2]([B:32]5[O:36][C:35]([CH3:38])([CH3:37])[C:34]([CH3:40])([CH3:39])[O:33]5)=[CH:3][C:4]=4[F:31])[CH2:10][CH2:9]3)=[N:12][N:13]=[C:14]2[CH2:20]1)([C:27]([CH3:30])([CH3:29])[CH3:28])([CH3:26])[CH3:25]. (3) The product is: [Cl:22][C:23]1[CH:31]=[CH:30][C:26]([C:27]([NH:21][C:16]2[C:15]([NH:14][CH2:13][CH:10]3[CH2:11][CH2:12][N:7]([C:4]4[CH:5]=[CH:6][N:1]=[CH:2][CH:3]=4)[CH2:8][CH2:9]3)=[CH:20][CH:19]=[CH:18][CH:17]=2)=[O:28])=[CH:25][CH:24]=1. Given the reactants [N:1]1[CH:6]=[CH:5][C:4]([N:7]2[CH2:12][CH2:11][CH:10]([CH2:13][NH:14][C:15]3[C:16]([NH2:21])=[CH:17][CH:18]=[CH:19][CH:20]=3)[CH2:9][CH2:8]2)=[CH:3][CH:2]=1.[Cl:22][C:23]1[CH:31]=[CH:30][C:26]([C:27](Cl)=[O:28])=[CH:25][CH:24]=1, predict the reaction product.